This data is from Reaction yield outcomes from USPTO patents with 853,638 reactions. The task is: Predict the reaction yield, written as a fraction of the theoretical maximum amount of product (1.0 means a 100% yield; for example, 0.34 means a 34% yield). (1) The reactants are [C:1]([O:4][CH2:5][C@@:6]([NH:26][C:27](=[O:29])[CH3:28])([CH3:25])[CH2:7][CH2:8][C:9]1[O:10][C:11]([C:14]#[C:15][CH2:16][CH2:17][CH2:18][C:19]2[CH:24]=[CH:23][CH:22]=[CH:21][CH:20]=2)=[CH:12][CH:13]=1)(=[O:3])[CH3:2]. The catalyst is CO.[Pd]. The product is [C:1]([O:4][CH2:5][C@@:6]([NH:26][C:27](=[O:29])[CH3:28])([CH3:25])[CH2:7][CH2:8][C:9]1[O:10][C:11]([CH2:14][CH2:15][CH2:16][CH2:17][CH2:18][C:19]2[CH:20]=[CH:21][CH:22]=[CH:23][CH:24]=2)=[CH:12][CH:13]=1)(=[O:3])[CH3:2]. The yield is 0.820. (2) The reactants are [F:1][C:2]1[C:3]([C:9]#[N:10])=[N:4][CH:5]=[C:6]([F:8])[CH:7]=1.[ClH:11]. The catalyst is [Pd].C(O)C.O1CCCC1. The product is [ClH:11].[F:1][C:2]1[C:3]([CH2:9][NH2:10])=[N:4][CH:5]=[C:6]([F:8])[CH:7]=1. The yield is 1.00. (3) No catalyst specified. The product is [CH:27]([O:26][C:24]1[N:23]=[C:22]([N:30]2[CH2:35][CH2:34][O:33][CH2:32][CH2:31]2)[N:21]=[C:20]([C:17]2[CH:18]=[CH:19][C:14]([NH:13][C:12]([NH:11][C:9]3[CH:10]=[CH:2][C:3]([C:4]([NH:37][CH:38]4[CH2:43][CH2:42][N:41]([CH3:44])[CH2:40][CH2:39]4)=[O:6])=[CH:7][CH:8]=3)=[O:36])=[CH:15][CH:16]=2)[N:25]=1)([CH3:28])[CH3:29]. The yield is 0.270. The reactants are C[C:2]1[CH:10]=[C:9]([NH:11][C:12](=[O:36])[NH:13][C:14]2[CH:19]=[CH:18][C:17]([C:20]3[N:25]=[C:24]([O:26][CH:27]([CH3:29])[CH3:28])[N:23]=[C:22]([N:30]4[CH2:35][CH2:34][O:33][CH2:32][CH2:31]4)[N:21]=3)=[CH:16][CH:15]=2)[CH:8]=[CH:7][C:3]=1[C:4]([OH:6])=O.[NH2:37][CH:38]1[CH2:43][CH2:42][N:41]([CH3:44])[CH2:40][CH2:39]1.